This data is from Full USPTO retrosynthesis dataset with 1.9M reactions from patents (1976-2016). The task is: Predict the reactants needed to synthesize the given product. (1) Given the product [Br:14][C:15]1[C:24]([O:25][CH3:26])=[CH:23][CH:22]=[C:21]2[C:16]=1[CH:17]=[CH:18][C:19]([CH2:27][N:28]([CH3:29])[C:11]([C:4]1[C:5]3[C:10](=[CH:9][CH:8]=[CH:7][CH:6]=3)[N:2]([CH3:1])[CH:3]=1)=[O:12])=[CH:20]2, predict the reactants needed to synthesize it. The reactants are: [CH3:1][N:2]1[C:10]2[C:5](=[CH:6][CH:7]=[CH:8][CH:9]=2)[C:4]([C:11](Cl)=[O:12])=[CH:3]1.[Br:14][C:15]1[C:24]([O:25][CH3:26])=[CH:23][CH:22]=[C:21]2[C:16]=1[CH:17]=[CH:18][C:19]([CH2:27][N-:28][CH3:29])=[CH:20]2.C(N(CC)CC)C. (2) Given the product [CH3:3][O:4][C:5](=[O:16])[C:6]1[CH:11]=[CH:10][C:9]([N+:12]([O-:14])=[O:13])=[C:8]([O:15][CH2:17][CH3:18])[CH:7]=1, predict the reactants needed to synthesize it. The reactants are: [H-].[Na+].[CH3:3][O:4][C:5](=[O:16])[C:6]1[CH:11]=[CH:10][C:9]([N+:12]([O-:14])=[O:13])=[C:8]([OH:15])[CH:7]=1.[CH2:17](I)[CH3:18].[Cl-].[NH4+]. (3) Given the product [C:34]([N:31]1[CH2:30][CH2:29][CH:28]([O:27][C:24]2[CH:25]=[C:26]3[C:21](=[CH:22][CH:23]=2)[N:20]=[CH:19][N:18]=[C:17]3[NH:16][C:4]2[CH:5]=[CH:6][C:7]([O:8][CH2:9][C:10]3[CH:15]=[CH:14][CH:13]=[CH:12][N:11]=3)=[C:2]([Cl:1])[CH:3]=2)[CH2:33][CH2:32]1)(=[O:36])[CH3:35], predict the reactants needed to synthesize it. The reactants are: [Cl:1][C:2]1[CH:3]=[C:4]([NH:16][C:17]2[C:26]3[C:21](=[CH:22][CH:23]=[C:24]([O:27][CH:28]4[CH2:33][CH2:32][NH:31][CH2:30][CH2:29]4)[CH:25]=3)[N:20]=[CH:19][N:18]=2)[CH:5]=[CH:6][C:7]=1[O:8][CH2:9][C:10]1[CH:15]=[CH:14][CH:13]=[CH:12][N:11]=1.[C:34](OC(=O)C)(=[O:36])[CH3:35]. (4) Given the product [Cl:1][C:2]1[CH:3]=[C:4]([NH:16][C:17]2[C:26]3[C:21](=[CH:22][CH:23]=[CH:24][C:25]=3[O:27][C@H:28]([CH3:33])[C:29]([N:37]3[CH2:38][CH2:39][CH2:40][C@@H:36]3[CH2:35][OH:34])=[O:30])[N:20]=[CH:19][N:18]=2)[CH:5]=[CH:6][C:7]=1[O:8][CH2:9][C:10]1[CH:15]=[CH:14][CH:13]=[CH:12][N:11]=1, predict the reactants needed to synthesize it. The reactants are: [Cl:1][C:2]1[CH:3]=[C:4]([NH:16][C:17]2[C:26]3[C:21](=[CH:22][CH:23]=[CH:24][C:25]=3[O:27][C@H:28]([CH3:33])[C:29](OC)=[O:30])[N:20]=[CH:19][N:18]=2)[CH:5]=[CH:6][C:7]=1[O:8][CH2:9][C:10]1[CH:15]=[CH:14][CH:13]=[CH:12][N:11]=1.[OH:34][CH2:35][C@H:36]1[CH2:40][CH2:39][CH2:38][NH:37]1. (5) Given the product [Cl:1][C:2]1[CH:3]=[CH:4][C:5]([C:8]2[C:14]3[CH:15]=[CH:16][CH:17]=[CH:18][C:13]=3[N:12]3[C:19]([CH3:22])=[N:20][N:21]=[C:11]3[CH:10]([CH2:23][C:24]([N:68]3[CH2:67][CH:66]([O:59][C:60]4[CH:65]=[CH:64][CH:63]=[CH:62][CH:61]=4)[CH2:69]3)=[O:26])[CH:9]=2)=[CH:6][CH:7]=1, predict the reactants needed to synthesize it. The reactants are: [Cl:1][C:2]1[CH:7]=[CH:6][C:5]([C:8]2[C:14]3[CH:15]=[CH:16][CH:17]=[CH:18][C:13]=3[N:12]3[C:19]([CH3:22])=[N:20][N:21]=[C:11]3[CH:10]([CH2:23][C:24]([OH:26])=O)[CH:9]=2)=[CH:4][CH:3]=1.CN(C(ON1N=NC2C=CC=NC1=2)=[N+](C)C)C.F[P-](F)(F)(F)(F)F.C(N(CC)CC)C.Cl.[O:59]([CH:66]1[CH2:69][NH:68][CH2:67]1)[C:60]1[CH:65]=[CH:64][CH:63]=[CH:62][CH:61]=1. (6) The reactants are: [NH2:1][CH:2]1[CH2:7][CH2:6][N:5]([C:8]([O:10][CH2:11][C:12]2[CH:17]=[CH:16][CH:15]=[CH:14][CH:13]=2)=[O:9])[CH2:4][CH2:3]1.C(N(CC)CC)C.Cl[C:26]([O:28][CH:29]([CH3:31])[CH3:30])=[O:27]. Given the product [CH:29]([O:28][C:26]([NH:1][CH:2]1[CH2:3][CH2:4][N:5]([C:8]([O:10][CH2:11][C:12]2[CH:17]=[CH:16][CH:15]=[CH:14][CH:13]=2)=[O:9])[CH2:6][CH2:7]1)=[O:27])([CH3:31])[CH3:30], predict the reactants needed to synthesize it. (7) Given the product [CH2:1]([O:3][C:4](=[O:30])[C:5]([N:7]([CH2:19][C:20]1[CH:21]=[CH:22][C:23]2[O:27][CH:26]=[C:25]([C:31]#[C:32][CH2:33][CH2:34][CH2:35][CH2:36][CH2:37][CH2:38][CH2:39][CH3:40])[C:24]=2[CH:29]=1)[CH2:8][C:9]1[CH:14]=[CH:13][C:12]([C:15]([F:18])([F:17])[F:16])=[CH:11][CH:10]=1)=[O:6])[CH3:2], predict the reactants needed to synthesize it. The reactants are: [CH2:1]([O:3][C:4](=[O:30])[C:5]([N:7]([CH2:19][C:20]1[CH:21]=[CH:22][C:23]2[O:27][CH:26]=[C:25](Br)[C:24]=2[CH:29]=1)[CH2:8][C:9]1[CH:14]=[CH:13][C:12]([C:15]([F:18])([F:17])[F:16])=[CH:11][CH:10]=1)=[O:6])[CH3:2].[CH:31]#[C:32][CH2:33][CH2:34][CH2:35][CH2:36][CH2:37][CH2:38][CH2:39][CH3:40]. (8) Given the product [CH3:24][O:23][C:17]1[CH:16]=[C:15]([CH:14]=[C:8]([C:5]2[CH:6]=[CH:7][C:2]([NH:1][C:25](=[O:32])[C:26]3[CH:31]=[CH:30][CH:29]=[CH:28][CH:27]=3)=[CH:3][CH:4]=2)[C:9](=[O:10])[N:11]([CH3:13])[CH3:12])[CH:20]=[C:19]([O:21][CH3:22])[CH:18]=1, predict the reactants needed to synthesize it. The reactants are: [NH2:1][C:2]1[CH:7]=[CH:6][C:5]([C:8](=[CH:14][C:15]2[CH:20]=[C:19]([O:21][CH3:22])[CH:18]=[C:17]([O:23][CH3:24])[CH:16]=2)[C:9]([N:11]([CH3:13])[CH3:12])=[O:10])=[CH:4][CH:3]=1.[C:25](Cl)(=[O:32])[C:26]1[CH:31]=[CH:30][CH:29]=[CH:28][CH:27]=1.